From a dataset of Full USPTO retrosynthesis dataset with 1.9M reactions from patents (1976-2016). Predict the reactants needed to synthesize the given product. (1) The reactants are: [NH2:1][C:2]1[S:3][C:4]([C:17]2[CH:22]=[CH:21][CH:20]=[C:19]([F:23])[CH:18]=2)=[C:5]([C:7]([N:9]2[C@H:14]([CH2:15][NH2:16])[CH2:13][C@H:12]3[C@@H:10]2[CH2:11]3)=[O:8])[N:6]=1.[CH3:24][C:25]1[N:26]2[CH:35]=[CH:34][N:33]=[C:27]2[S:28][C:29]=1[C:30](O)=[O:31]. Given the product [NH2:1][C:2]1[S:3][C:4]([C:17]2[CH:22]=[CH:21][CH:20]=[C:19]([F:23])[CH:18]=2)=[C:5]([C:7]([N:9]2[C@H:14]([CH2:15][NH:16][C:30]([C:29]3[S:28][C:27]4=[N:33][CH:34]=[CH:35][N:26]4[C:25]=3[CH3:24])=[O:31])[CH2:13][C@H:12]3[C@@H:10]2[CH2:11]3)=[O:8])[N:6]=1, predict the reactants needed to synthesize it. (2) Given the product [CH3:1][O:2][C:3]1[CH:23]=[C:22]([O:24][CH3:25])[CH:21]=[CH:20][C:4]=1[CH2:5][NH:6][C:7]1[C:8]2[S:15][CH:14]=[C:13]([C:16]([OH:18])=[O:17])[C:9]=2[N:10]=[CH:11][N:12]=1, predict the reactants needed to synthesize it. The reactants are: [CH3:1][O:2][C:3]1[CH:23]=[C:22]([O:24][CH3:25])[CH:21]=[CH:20][C:4]=1[CH2:5][NH:6][C:7]1[C:8]2[S:15][CH:14]=[C:13]([C:16]([O:18]C)=[O:17])[C:9]=2[N:10]=[CH:11][N:12]=1.C1COCC1.CO.[OH-].[Na+]. (3) The reactants are: [CH3:1][O:2][C:3]1[CH:8]=[CH:7][C:6]([CH3:9])=[CH:5][C:4]=1[S:10]([N:13]1[C:21]2[C:16](=[C:17]([CH:22]=C)[CH:18]=[CH:19][CH:20]=2)[CH:15]=[CH:14]1)(=[O:12])=[O:11].I([O-])(=O)(=O)=[O:25].[Na+]. Given the product [CH3:1][O:2][C:3]1[CH:8]=[CH:7][C:6]([CH3:9])=[CH:5][C:4]=1[S:10]([N:13]1[C:21]2[CH:20]=[CH:19][CH:18]=[C:17]([CH:22]=[O:25])[C:16]=2[CH:15]=[CH:14]1)(=[O:12])=[O:11], predict the reactants needed to synthesize it. (4) Given the product [C:25]([O:29][C:30]([N:32]1[CH2:36][CH2:35][C@@H:34]([NH:37][C:22]([C:19]2[C:15]3[N:16]=[CH:17][N:18]=[C:13]([C:5]4[C:6]5[O:10][CH2:9][O:8][C:7]=5[CH:11]=[CH:12][C:4]=4[O:3][CH2:1][CH3:2])[C:14]=3[NH:21][CH:20]=2)=[O:24])[CH2:33]1)=[O:31])([CH3:28])([CH3:26])[CH3:27], predict the reactants needed to synthesize it. The reactants are: [CH2:1]([O:3][C:4]1[CH:12]=[CH:11][C:7]2[O:8][CH2:9][O:10][C:6]=2[C:5]=1[C:13]1[C:14]2[NH:21][CH:20]=[C:19]([C:22]([OH:24])=O)[C:15]=2[N:16]=[CH:17][N:18]=1)[CH3:2].[C:25]([O:29][C:30]([N:32]1[CH2:36][CH2:35][C@@H:34]([NH2:37])[CH2:33]1)=[O:31])([CH3:28])([CH3:27])[CH3:26]. (5) Given the product [Br:1][C:2]1[N:7]=[C:6]([NH:8][C:16]([NH:15][C:13]([O:12][CH2:10][CH3:11])=[O:14])=[S:17])[CH:5]=[C:4]([CH3:9])[CH:3]=1, predict the reactants needed to synthesize it. The reactants are: [Br:1][C:2]1[N:7]=[C:6]([NH2:8])[CH:5]=[C:4]([CH3:9])[CH:3]=1.[CH2:10]([O:12][C:13]([N:15]=[C:16]=[S:17])=[O:14])[CH3:11]. (6) The reactants are: CN(C(ON1N=NC2C=CC=CC1=2)=[N+](C)C)C.[B-](F)(F)(F)F.CCN(CC)CC.[NH2:30][C:31]1[N:32]=[CH:33][C:34]([C:41]2[CH:51]=[CH:50][C:44]([C:45]([N:47]([CH3:49])[CH3:48])=[O:46])=[CH:43][CH:42]=2)=[N:35][C:36]=1[C:37]([NH:39][NH2:40])=[O:38].[CH3:52][O:53][C:54]1[CH:58]=[CH:57][S:56][C:55]=1[C:59](O)=[O:60]. Given the product [NH2:30][C:31]1[N:32]=[CH:33][C:34]([C:41]2[CH:42]=[CH:43][C:44]([C:45]([N:47]([CH3:48])[CH3:49])=[O:46])=[CH:50][CH:51]=2)=[N:35][C:36]=1[C:37](=[O:38])[NH:39][NH:40][C:59]([C:55]1[S:56][CH:57]=[CH:58][C:54]=1[O:53][CH3:52])=[O:60], predict the reactants needed to synthesize it. (7) Given the product [F:20][C:21]1[CH:22]=[C:23]([CH2:27][CH2:28][NH:29][C:17]([C:11]2[CH:10]=[N:9][N:8]([C:5]3[CH:6]=[CH:7][C:2]([Cl:1])=[CH:3][CH:4]=3)[C:12]=2[C:13]([F:16])([F:15])[F:14])=[O:18])[CH:24]=[CH:25][CH:26]=1, predict the reactants needed to synthesize it. The reactants are: [Cl:1][C:2]1[CH:7]=[CH:6][C:5]([N:8]2[C:12]([C:13]([F:16])([F:15])[F:14])=[C:11]([C:17](Cl)=[O:18])[CH:10]=[N:9]2)=[CH:4][CH:3]=1.[F:20][C:21]1[CH:22]=[C:23]([CH2:27][CH2:28][NH2:29])[CH:24]=[CH:25][CH:26]=1.C(N(CC)CC)C.